The task is: Predict the reaction yield, written as a fraction of the theoretical maximum amount of product (1.0 means a 100% yield; for example, 0.34 means a 34% yield).. This data is from Reaction yield outcomes from USPTO patents with 853,638 reactions. (1) The reactants are Br[C:2]1[S:10][C:9]2[C:8](=[O:11])[N:7]([C:12]3[CH:23]=[CH:22][C:15]([O:16][CH2:17][C:18]([CH3:21])([OH:20])[CH3:19])=[C:14]([O:24][CH3:25])[CH:13]=3)[CH:6]=[N:5][C:4]=2[CH:3]=1.[Cl:26][C:27]1[CH:32]=[C:31]([Cl:33])[CH:30]=[CH:29][C:28]=1B(O)O.C([O-])([O-])=O.[Na+].[Na+].N#N. The catalyst is C1C=CC([P]([Pd]([P](C2C=CC=CC=2)(C2C=CC=CC=2)C2C=CC=CC=2)([P](C2C=CC=CC=2)(C2C=CC=CC=2)C2C=CC=CC=2)[P](C2C=CC=CC=2)(C2C=CC=CC=2)C2C=CC=CC=2)(C2C=CC=CC=2)C2C=CC=CC=2)=CC=1. The product is [Cl:26][C:27]1[CH:32]=[C:31]([Cl:33])[CH:30]=[CH:29][C:28]=1[C:2]1[S:10][C:9]2[C:8](=[O:11])[N:7]([C:12]3[CH:23]=[CH:22][C:15]([O:16][CH2:17][C:18]([CH3:21])([OH:20])[CH3:19])=[C:14]([O:24][CH3:25])[CH:13]=3)[CH:6]=[N:5][C:4]=2[CH:3]=1. The yield is 0.710. (2) The reactants are [C:1]1([CH2:7][CH2:8][CH2:9][CH2:10][N:11]2[C:19](=[O:20])[C:18]3[C:13](=[CH:14][CH:15]=[CH:16][CH:17]=3)[C:12]2=[O:21])[CH:6]=[CH:5][CH:4]=[CH:3][CH:2]=1.[Cl:22][S:23](O)(=[O:25])=[O:24]. No catalyst specified. The product is [O:21]=[C:12]1[C:13]2[C:18](=[CH:17][CH:16]=[CH:15][CH:14]=2)[C:19](=[O:20])[N:11]1[CH2:10][CH2:9][CH2:8][CH2:7][C:1]1[CH:6]=[CH:5][C:4]([S:23]([Cl:22])(=[O:25])=[O:24])=[CH:3][CH:2]=1. The yield is 0.990. (3) The reactants are CCN(C(C)C)C(C)C.[C:10]([C:12]1[CH:17]=[CH:16][CH:15]=[CH:14][C:13]=1[N:18]1[CH:22]=[C:21]([C:23]([OH:25])=O)[N:20]=[N:19]1)#[N:11].NC1C=CC=CC=1C#N.C1C=CC2N(O)N=NC=2C=1.CCN=C=NCCCN(C)C.Cl.[NH2:57][CH2:58][C:59]([N:61]1[CH2:66][CH2:65][CH:64]([O:67][C:68]2[CH:73]=[CH:72][CH:71]=[C:70]([C:74]([F:77])([F:76])[F:75])[CH:69]=2)[CH2:63][CH2:62]1)=[O:60]. The product is [O:60]=[C:59]([N:61]1[CH2:62][CH2:63][CH:64]([O:67][C:68]2[CH:73]=[CH:72][CH:71]=[C:70]([C:74]([F:77])([F:75])[F:76])[CH:69]=2)[CH2:65][CH2:66]1)[CH2:58][NH:57][C:23]([C:21]1[N:20]=[N:19][N:18]([C:13]2[CH:14]=[CH:15][CH:16]=[CH:17][C:12]=2[C:10]#[N:11])[CH:22]=1)=[O:25]. The catalyst is CN(C=O)C.O. The yield is 0.376. (4) The reactants are Br[C:2]1[N:3]=[C:4]([C@@H:45]2[CH2:49][C@H:48]([CH2:50][O:51][CH3:52])[CH2:47][N:46]2[C:53](=[O:66])[C@H:54]([NH:61][C:62](=[O:65])[O:63][CH3:64])C2C=CC=CC=2)[NH:5][C:6]=1[C:7]1[CH:12]=[C:11]2[CH2:13][O:14][C:15]3[CH:44]=[C:43]4[C:18]([CH:19]=[CH:20][C:21]5[N:25]=[C:24]([C@@H:26]6[CH2:30][CH2:29][C@H:28]([CH3:31])[N:27]6[C:32](=[O:42])[C@@H:33]([NH:37][C:38]([O:40][CH3:41])=[O:39])[CH:34]([CH3:36])[CH3:35])[NH:23][C:22]=54)=[CH:17][C:16]=3[C:10]2=[CH:9][CH:8]=1.F[B-](F)(F)F.C1(P([CH:85]2[CH2:90][CH2:89][CH2:88][CH2:87][CH2:86]2)C2CCCCC2)CCCCC1.P([O-])([O-])([O-])=O.[K+].[K+].[K+].[C:99]1([CH3:105])C=CC=C[CH:100]=1. The catalyst is C([O-])(=O)C.[Pd+2].C([O-])(=O)C. The product is [CH:105]1([C:2]2[N:3]=[C:4]([C@@H:45]3[CH2:49][C@H:48]([CH2:50][O:51][CH3:52])[CH2:47][N:46]3[C:53](=[O:66])[C@H:54]([NH:61][C:62](=[O:65])[O:63][CH3:64])[C:85]3[CH:86]=[CH:87][CH:88]=[CH:89][CH:90]=3)[NH:5][C:6]=2[C:7]2[CH:12]=[C:11]3[CH2:13][O:14][C:15]4[CH:44]=[C:43]5[C:18]([CH:19]=[CH:20][C:21]6[N:25]=[C:24]([C@@H:26]7[CH2:30][CH2:29][C@H:28]([CH3:31])[N:27]7[C:32](=[O:42])[C@@H:33]([NH:37][C:38]([O:40][CH3:41])=[O:39])[CH:34]([CH3:36])[CH3:35])[NH:23][C:22]=65)=[CH:17][C:16]=4[C:10]3=[CH:9][CH:8]=2)[CH2:99][CH2:100]1. The yield is 0.420. (5) The reactants are [CH:1]([O:4][C:5]([N:7]1[CH2:12][CH2:11][CH:10]([O:13][C:14]2[C:19]([CH3:20])=[C:18](Cl)[N:17]=[CH:16][N:15]=2)[CH2:9][CH2:8]1)=[O:6])([CH3:3])[CH3:2].CC(C)([O-])C.[Na+].[Br:28][C:29]1[C:34]([F:35])=[CH:33][C:32]([NH2:36])=[C:31]([F:37])[CH:30]=1. The catalyst is O1CCOCC1.C([O-])(=O)C.[Pd+2].C([O-])(=O)C.C1(C2C=CC=CC=2)C=CC=C(P(C(C)(C)C)C(C)(C)C)C=1. The product is [CH:1]([O:4][C:5]([N:7]1[CH2:12][CH2:11][CH:10]([O:13][C:14]2[C:19]([CH3:20])=[C:18]([NH:36][C:32]3[CH:33]=[C:34]([F:35])[C:29]([Br:28])=[CH:30][C:31]=3[F:37])[N:17]=[CH:16][N:15]=2)[CH2:9][CH2:8]1)=[O:6])([CH3:3])[CH3:2]. The yield is 0.410. (6) The yield is 0.610. The product is [OH:8][CH2:9][CH2:10][C:11]1([S:14]([NH:17][C:18]2[C:19]([NH:29][C:30]3[CH:35]=[CH:34][C:33]([I:36])=[CH:32][C:31]=3[F:37])=[C:20]([F:28])[C:21]3[O:25][N:24]=[C:23]([CH3:26])[C:22]=3[CH:27]=2)(=[O:16])=[O:15])[CH2:12][CH2:13]1. The reactants are [Si]([O:8][CH2:9][CH2:10][C:11]1([S:14]([NH:17][C:18]2[C:19]([NH:29][C:30]3[CH:35]=[CH:34][C:33]([I:36])=[CH:32][C:31]=3[F:37])=[C:20]([F:28])[C:21]3[O:25][N:24]=[C:23]([CH3:26])[C:22]=3[CH:27]=2)(=[O:16])=[O:15])[CH2:13][CH2:12]1)(C(C)(C)C)(C)C.Cl. The catalyst is C1COCC1.